The task is: Predict which catalyst facilitates the given reaction.. This data is from Catalyst prediction with 721,799 reactions and 888 catalyst types from USPTO. (1) Reactant: [C:1]([O:4][CH2:5][C@H:6]1[CH2:11][C@@H:10]([O:12][C:13](=[O:15])[CH3:14])[CH2:9][CH2:8][C@@:7]1([C@H:17]1[CH2:25][CH2:24][C@@:23]2([CH3:26])[C@@H:19]([CH2:20][C@H:21]([OH:28])[C:22]2=[CH2:27])[C@@H:18]1[CH2:29][O:30][Si:31]([C:44]([CH3:47])([CH3:46])[CH3:45])([C:38]1[CH:43]=[CH:42][CH:41]=[CH:40][CH:39]=1)[C:32]1[CH:37]=[CH:36][CH:35]=[CH:34][CH:33]=1)[CH3:16])(=[O:3])[CH3:2].[CH3:48][C:49](OC(C)=O)=[O:50]. Product: [C:1]([O:4][CH2:5][C@H:6]1[CH2:11][C@@H:10]([O:12][C:13](=[O:15])[CH3:14])[CH2:9][CH2:8][C@@:7]1([C@H:17]1[CH2:25][CH2:24][C@@:23]2([CH3:26])[C@@H:19]([CH2:20][C@H:21]([O:28][C:49](=[O:50])[CH3:48])[C:22]2=[CH2:27])[C@@H:18]1[CH2:29][O:30][Si:31]([C:44]([CH3:47])([CH3:46])[CH3:45])([C:38]1[CH:43]=[CH:42][CH:41]=[CH:40][CH:39]=1)[C:32]1[CH:37]=[CH:36][CH:35]=[CH:34][CH:33]=1)[CH3:16])(=[O:3])[CH3:2]. The catalyst class is: 383. (2) Reactant: Br[C:2]1[CH:3]=[CH:4][C:5]2[S:9](=[O:11])(=[O:10])[N:8]=[C:7]([CH3:12])[C:6]=2[CH:13]=1.[F:14][C:15]1[CH:23]=[C:22]2[C:18]([C:19](B3OC(C)(C)C(C)(C)O3)=[CH:20][N:21]2[C:24]([O:26][C:27]([CH3:30])([CH3:29])[CH3:28])=[O:25])=[CH:17][CH:16]=1.[O-]P([O-])([O-])=O.[K+].[K+].[K+]. Product: [F:14][C:15]1[CH:23]=[C:22]2[C:18]([C:19]([C:2]3[CH:3]=[CH:4][C:5]4[S:9](=[O:11])(=[O:10])[N:8]=[C:7]([CH3:12])[C:6]=4[CH:13]=3)=[CH:20][N:21]2[C:24]([O:26][C:27]([CH3:30])([CH3:29])[CH3:28])=[O:25])=[CH:17][CH:16]=1. The catalyst class is: 38. (3) Reactant: C(C1N(CC2C=CC3NC4C=CC(CN5CCC(C#N)CC5)=CC=4CCC=3C=2)C2=NC(C)=CC(C)=C2N=1)C.C(C1N(CC2C=CC3N(C)C4C=CC(CN5CCC(C#N)CC5)=CC=4CCC=3C=2)C2=NC(C)=CC(C)=C2N=1)C.[CH2:78]([C:80]1[N:90]([CH2:91][C:92]2[CH:119]=[CH:118][C:95]3[N:96]([CH3:117])[C:97]4[CH:104]=[CH:103][C:102]([CH2:105][N:106]5[CH2:111][CH2:110][CH:109]([C:112]6[N:113]=[N:114][NH:115][N:116]=6)[CH2:108][CH2:107]5)=[CH:101][C:98]=4[CH2:99][CH2:100][C:94]=3[CH:93]=2)[C:83]2=[N:84][C:85]([CH3:89])=[CH:86][C:87]([CH3:88])=[C:82]2[N:81]=1)[CH3:79].[ClH:120]. Product: [ClH:120].[CH2:78]([C:80]1[N:90]([CH2:91][C:92]2[CH:119]=[CH:118][C:95]3[N:96]([CH3:117])[C:97]4[CH:104]=[CH:103][C:102]([CH2:105][N:106]5[CH2:107][CH2:108][CH:109]([C:112]6[N:116]=[N:115][NH:114][N:113]=6)[CH2:110][CH2:111]5)=[CH:101][C:98]=4[CH2:99][CH2:100][C:94]=3[CH:93]=2)[C:83]2=[N:84][C:85]([CH3:89])=[CH:86][C:87]([CH3:88])=[C:82]2[N:81]=1)[CH3:79]. The catalyst class is: 789. (4) Reactant: [H-].[Na+].[C:3]([C:7]1[CH:8]=[C:9]2[C:14](=[C:15]([F:17])[CH:16]=1)[C:13](=[O:18])[NH:12][N:11]=[CH:10]2)([CH3:6])([CH3:5])[CH3:4].[Br:19][C:20]1[CH:25]=[CH:24][C:23]([CH2:26]Br)=[C:22]([F:28])[CH:21]=1.O. Product: [Br:19][C:20]1[CH:25]=[CH:24][C:23]([CH2:26][N:12]2[N:11]=[CH:10][C:9]3[C:14](=[C:15]([F:17])[CH:16]=[C:7]([C:3]([CH3:6])([CH3:4])[CH3:5])[CH:8]=3)[C:13]2=[O:18])=[C:22]([F:28])[CH:21]=1. The catalyst class is: 3.